The task is: Predict the product of the given reaction.. This data is from Forward reaction prediction with 1.9M reactions from USPTO patents (1976-2016). (1) Given the reactants [OH:1][CH2:2][CH:3]1[CH2:8][CH2:7][N:6]([C:9]([O:11][C:12]([CH3:15])([CH3:14])[CH3:13])=[O:10])[CH2:5][CH2:4]1.[H-].[Na+].I[CH3:19], predict the reaction product. The product is: [CH3:19][O:1][CH2:2][CH:3]1[CH2:8][CH2:7][N:6]([C:9]([O:11][C:12]([CH3:15])([CH3:14])[CH3:13])=[O:10])[CH2:5][CH2:4]1. (2) The product is: [F:1][C:2]([F:13])([C:9]([F:10])([F:11])[F:12])[CH2:3][C:4]([CH2:20][C:21]([F:27])([F:26])[C:22]([F:25])([F:24])[F:23])([C:7]#[N:8])[C:5]#[N:6]. Given the reactants [F:1][C:2]([F:13])([C:9]([F:12])([F:11])[F:10])[CH2:3][CH:4]([C:7]#[N:8])[C:5]#[N:6].FC(F)(F)S(O[CH2:20][C:21]([F:27])([F:26])[C:22]([F:25])([F:24])[F:23])(=O)=O.C(=O)([O-])[O-].[K+].[K+].Cl, predict the reaction product.